Dataset: Forward reaction prediction with 1.9M reactions from USPTO patents (1976-2016). Task: Predict the product of the given reaction. (1) Given the reactants Br[C:2]1[N:6]2[CH:7]=[CH:8][C:9]([Cl:11])=[CH:10][C:5]2=[N:4][CH:3]=1.[Cl:12][C:13]1[CH:18]=[C:17](B2OC(C)(C)C(C)(C)O2)[CH:16]=[C:15]([Cl:28])[N:14]=1.O.C([O-])([O-])=O.[Na+].[Na+], predict the reaction product. The product is: [Cl:11][C:9]1[CH:8]=[CH:7][N:6]2[C:2]([C:17]3[CH:16]=[C:15]([Cl:28])[N:14]=[C:13]([Cl:12])[CH:18]=3)=[CH:3][N:4]=[C:5]2[CH:10]=1. (2) Given the reactants [C:1](OC(=O)C)(=[O:3])[CH3:2].[Cl:8][C:9]1[S:10][CH:11]=[CH:12][CH:13]=1, predict the reaction product. The product is: [C:1]([C:11]1[S:10][C:9]([Cl:8])=[CH:13][CH:12]=1)(=[O:3])[CH3:2]. (3) Given the reactants C([N:8]1[CH2:13][CH2:12][CH2:11][CH:10]([O:14][C:15]2[CH:16]=[C:17]3[C:21](=[CH:22][CH:23]=2)[NH:20][N:19]=[C:18]3[S:24]([C:27]2[C:36]3[C:31](=[CH:32][CH:33]=[CH:34][CH:35]=3)[CH:30]=[CH:29][CH:28]=2)(=[O:26])=[O:25])[CH2:9]1)C1C=CC=CC=1.Cl, predict the reaction product. The product is: [C:27]1([S:24]([C:18]2[C:17]3[C:21](=[CH:22][CH:23]=[C:15]([O:14][CH:10]4[CH2:11][CH2:12][CH2:13][NH:8][CH2:9]4)[CH:16]=3)[NH:20][N:19]=2)(=[O:25])=[O:26])[C:36]2[C:31](=[CH:32][CH:33]=[CH:34][CH:35]=2)[CH:30]=[CH:29][CH:28]=1.